From a dataset of Peptide-MHC class I binding affinity with 185,985 pairs from IEDB/IMGT. Regression. Given a peptide amino acid sequence and an MHC pseudo amino acid sequence, predict their binding affinity value. This is MHC class I binding data. The peptide sequence is IHIPGDTLF. The MHC is HLA-A26:02 with pseudo-sequence HLA-A26:02. The binding affinity (normalized) is 0.0847.